This data is from Full USPTO retrosynthesis dataset with 1.9M reactions from patents (1976-2016). The task is: Predict the reactants needed to synthesize the given product. (1) Given the product [CH3:11][C:3]1[CH:4]=[CH:5][CH:6]=[C:7]([N+:8]([O-:10])=[O:9])[C:2]=1[NH:16][CH2:15][CH2:14][S:13][CH3:12], predict the reactants needed to synthesize it. The reactants are: Cl[C:2]1[C:7]([N+:8]([O-:10])=[O:9])=[CH:6][CH:5]=[CH:4][C:3]=1[CH3:11].[CH3:12][S:13][CH2:14][CH2:15][NH2:16].C(N(CC)C(C)C)(C)C. (2) The reactants are: [N:1]1[CH:6]=[CH:5][CH:4]=[CH:3][C:2]=1[C:7]1[C:8]([NH2:13])=[N:9][NH:10][C:11]=1[NH2:12].O=[C:15]([C:22]1[CH:27]=[CH:26][C:25]([C:28]([F:31])([F:30])[F:29])=[CH:24][CH:23]=1)[CH2:16][C:17](OCC)=[O:18].CC1C=CC(S(O)(=O)=O)=CC=1. Given the product [NH2:12][C:11]1[C:7]([C:2]2[CH:3]=[CH:4][CH:5]=[CH:6][N:1]=2)=[C:8]2[NH:13][C:15]([C:22]3[CH:27]=[CH:26][C:25]([C:28]([F:29])([F:30])[F:31])=[CH:24][CH:23]=3)=[CH:16][C:17](=[O:18])[N:9]2[N:10]=1, predict the reactants needed to synthesize it. (3) Given the product [CH3:3][N:4]1[C@@H:20]2[CH2:21][C:9]3[CH:10]=[CH:11][C:12]([O:24][CH3:25])=[C:13]4[O:14][CH:15]5[C:16]([CH:17]=[CH:18][C@:19]2([OH:1])[C@:7]5([C:8]=34)[CH2:6][CH2:5]1)=[O:22], predict the reactants needed to synthesize it. The reactants are: [OH:1]O.[CH3:3][N:4]1[C@@H:20]2[CH2:21][C:9]3[CH:10]=[CH:11][C:12]([O:24][CH3:25])=[C:13]4[O:14][C@H:15]5[C:16]([O:22]C)=[CH:17][CH:18]=[C:19]2[C@:7]5([C:8]=34)[CH2:6][CH2:5]1. (4) Given the product [CH2:1]([N:8]([CH2:16][CH3:17])[C:9]1[N:10]=[N:11][C:12]([C:27]2[CH:28]=[C:23]([NH:22][S:19]([CH3:18])(=[O:20])=[O:21])[CH:24]=[CH:25][CH:26]=2)=[CH:13][CH:14]=1)[C:2]1[CH:7]=[CH:6][CH:5]=[CH:4][CH:3]=1, predict the reactants needed to synthesize it. The reactants are: [CH2:1]([N:8]([CH2:16][CH3:17])[C:9]1[N:10]=[N:11][C:12](I)=[CH:13][CH:14]=1)[C:2]1[CH:7]=[CH:6][CH:5]=[CH:4][CH:3]=1.[CH3:18][S:19]([NH:22][C:23]1[CH:24]=[C:25](B(O)O)[CH:26]=[CH:27][CH:28]=1)(=[O:21])=[O:20].C(=O)([O-])[O-].[Na+].[Na+]. (5) Given the product [OH:23][C:20]1[CH:21]=[CH:22][C:16]2[CH2:15][CH2:14][CH2:13][CH:12]([N:11]([C:32]([O:34][C:35]([CH3:38])([CH3:37])[CH3:36])=[O:33])[CH2:10][C@H:9]([O:24][Si:25]([CH2:28][CH3:29])([CH2:30][CH3:31])[CH2:26][CH3:27])[CH2:8][O:1][C:2]3[CH:7]=[CH:6][CH:5]=[CH:4][CH:3]=3)[CH2:18][C:17]=2[CH:19]=1, predict the reactants needed to synthesize it. The reactants are: [O:1]([CH2:8][C@@H:9]([O:24][Si:25]([CH2:30][CH3:31])([CH2:28][CH3:29])[CH2:26][CH3:27])[CH2:10][NH:11][CH:12]1[CH2:18][C:17]2[CH:19]=[C:20]([OH:23])[CH:21]=[CH:22][C:16]=2[CH2:15][CH2:14][CH2:13]1)[C:2]1[CH:7]=[CH:6][CH:5]=[CH:4][CH:3]=1.[C:32](O[C:32]([O:34][C:35]([CH3:38])([CH3:37])[CH3:36])=[O:33])([O:34][C:35]([CH3:38])([CH3:37])[CH3:36])=[O:33]. (6) The reactants are: F[B-](F)(F)F.[CH2:6]1[CH2:16][CH2:15][N:14]2[C:9](=NCCC2)C[CH2:7]1.Br[C:18]1[N:22]([CH:23]2[CH2:28][CH2:27][N:26]([CH:29]3[CH2:35][CH2:34][CH2:33][N:32]([C:36]([O:38][CH2:39][CH3:40])=[O:37])[CH2:31][CH2:30]3)[CH2:25][CH2:24]2)[N:21]=[CH:20][CH:19]=1.C1(CN)CC1.[O:46]1CCOCC1. Given the product [CH:16]1([CH2:15][NH:14][C:9]([C:18]2[N:22]([CH:23]3[CH2:28][CH2:27][N:26]([CH:29]4[CH2:35][CH2:34][CH2:33][N:32]([C:36]([O:38][CH2:39][CH3:40])=[O:37])[CH2:31][CH2:30]4)[CH2:25][CH2:24]3)[N:21]=[CH:20][CH:19]=2)=[O:46])[CH2:6][CH2:7]1, predict the reactants needed to synthesize it. (7) Given the product [Cl:15][C:12]1[CH:13]=[CH:14][C:9]([O:8][CH2:7][C:6]([OH:5])=[O:18])=[C:10]([C:16]#[C:17][C:27]2[CH:26]=[C:25]([S:22]([NH:21][CH2:19][CH3:20])(=[O:23])=[O:24])[CH:30]=[CH:29][C:28]=2[CH3:31])[CH:11]=1, predict the reactants needed to synthesize it. The reactants are: C([O:5][C:6](=[O:18])[CH2:7][O:8][C:9]1[CH:14]=[CH:13][C:12]([Cl:15])=[CH:11][C:10]=1[C:16]#[CH:17])(C)(C)C.[CH2:19]([NH:21][S:22]([C:25]1[CH:30]=[CH:29][C:28]([CH3:31])=[C:27](Br)[CH:26]=1)(=[O:24])=[O:23])[CH3:20].